This data is from Catalyst prediction with 721,799 reactions and 888 catalyst types from USPTO. The task is: Predict which catalyst facilitates the given reaction. (1) Reactant: [C:1]1([C:7]([OH:9])=[O:8])([C:4](O)=[O:5])[CH2:3][CH2:2]1.C(N(CC)CC)C.S(Cl)(Cl)=O.[F:21][C:22]1[CH:28]=[CH:27][C:25]([NH2:26])=[CH:24][CH:23]=1. Product: [F:21][C:22]1[CH:28]=[CH:27][C:25]([NH:26][C:4]([C:1]2([C:7]([OH:9])=[O:8])[CH2:3][CH2:2]2)=[O:5])=[CH:24][CH:23]=1. The catalyst class is: 56. (2) Reactant: [F:1][C:2]1[CH:7]=[CH:6][CH:5]=[CH:4][C:3]=1[N:8]1[C:16]2[C:11](=[C:12]([N:17]3[CH2:21][CH2:20][NH:19][C:18]3=[O:22])[CH:13]=[CH:14][CH:15]=2)[CH:10]=[N:9]1.[H-].[Na+].Br.Br[CH2:27][C:28]1[CH:33]=[CH:32][CH:31]=[CH:30][N:29]=1. Product: [F:1][C:2]1[CH:7]=[CH:6][CH:5]=[CH:4][C:3]=1[N:8]1[C:16]2[C:11](=[C:12]([N:17]3[CH2:21][CH2:20][N:19]([CH2:27][C:28]4[CH:33]=[CH:32][CH:31]=[CH:30][N:29]=4)[C:18]3=[O:22])[CH:13]=[CH:14][CH:15]=2)[CH:10]=[N:9]1. The catalyst class is: 9. (3) Reactant: [F:1][C:2]1[N:10]=[C:9]2[C:5]([N:6]=[C:7]([CH2:11][C:12]3[C:20]([I:21])=[CH:19][C:15]4[O:16][CH2:17][O:18][C:14]=4[CH:13]=3)[NH:8]2)=[C:4]([NH2:22])[N:3]=1.C1C=CC(COC(/N=N/C(OCC2C=CC=CC=2)=O)=O)=CC=1.C1(P(C2C=CC=CC=2)C2C=CC=CC=2)C=CC=CC=1.[CH:64]([N:67]([CH2:71][CH2:72][CH2:73][O:74][C:75]([C:88]1[CH:93]=[CH:92][CH:91]=[CH:90][CH:89]=1)([C:82]1[CH:87]=[CH:86][CH:85]=[CH:84][CH:83]=1)[C:76]1[CH:81]=[CH:80][CH:79]=[CH:78][CH:77]=1)[CH2:68][CH2:69]O)([CH3:66])[CH3:65]. Product: [F:1][C:2]1[N:10]=[C:9]2[C:5]([N:6]=[C:7]([CH2:11][C:12]3[C:20]([I:21])=[CH:19][C:15]4[O:16][CH2:17][O:18][C:14]=4[CH:13]=3)[N:8]2[CH2:69][CH2:68][N:67]([CH:64]([CH3:65])[CH3:66])[CH2:71][CH2:72][CH2:73][O:74][C:75]([C:88]2[CH:93]=[CH:92][CH:91]=[CH:90][CH:89]=2)([C:76]2[CH:77]=[CH:78][CH:79]=[CH:80][CH:81]=2)[C:82]2[CH:87]=[CH:86][CH:85]=[CH:84][CH:83]=2)=[C:4]([NH2:22])[N:3]=1. The catalyst class is: 390. (4) Reactant: [C:1]1([C@H:7]([O:9][C:10](=[O:26])[NH:11][C@@H:12]2[C:21]3[C:16](=[CH:17][CH:18]=[C:19]([O:22][CH3:23])[N:20]=3)[NH:15][C@H:14]([CH2:24][CH3:25])[CH2:13]2)[CH3:8])[CH:6]=[CH:5][CH:4]=[CH:3][CH:2]=1.[C:27](O[C:27]([O:29][C:30]([CH3:33])([CH3:32])[CH3:31])=[O:28])([O:29][C:30]([CH3:33])([CH3:32])[CH3:31])=[O:28].C(=O)([O-])O.[Na+]. Product: [C:30]([O:29][C:27]([N:15]1[C:16]2[C:21](=[N:20][C:19]([O:22][CH3:23])=[CH:18][CH:17]=2)[C@@H:12]([NH:11][C:10]([O:9][C@@H:7]([C:1]2[CH:6]=[CH:5][CH:4]=[CH:3][CH:2]=2)[CH3:8])=[O:26])[CH2:13][C@H:14]1[CH2:24][CH3:25])=[O:28])([CH3:33])([CH3:32])[CH3:31]. The catalyst class is: 7. (5) Reactant: C(Cl)(C(Cl)=O)=O.CS(C)=O.[CH3:11][C:12]1([CH3:42])[O:16][C@H:15]([C@H:17]([OH:39])[CH2:18][O:19][C:20]([C:33]2[CH:38]=[CH:37][CH:36]=[CH:35][CH:34]=2)([C:27]2[CH:32]=[CH:31][CH:30]=[CH:29][CH:28]=2)[C:21]2[CH:26]=[CH:25][CH:24]=[CH:23][CH:22]=2)[C@H:14]([CH:40]=[CH2:41])[O:13]1.C(N(CC)CC)C.[Cl-].[NH4+]. Product: [CH3:11][C:12]1([CH3:42])[O:16][C@H:15]([C:17](=[O:39])[CH2:18][O:19][C:20]([C:27]2[CH:32]=[CH:31][CH:30]=[CH:29][CH:28]=2)([C:21]2[CH:22]=[CH:23][CH:24]=[CH:25][CH:26]=2)[C:33]2[CH:38]=[CH:37][CH:36]=[CH:35][CH:34]=2)[C@H:14]([CH:40]=[CH2:41])[O:13]1. The catalyst class is: 2. (6) Reactant: C([O:5][C:6]([C:8]1[CH:13]=[CH:12][C:11]([O:14][C:15]2[C:20]3[CH2:21][C:22]([CH3:25])([CH3:24])[O:23][C:19]=3[CH:18]=[C:17]([C:26]([O:28][CH3:29])=[O:27])[CH:16]=2)=[CH:10][N:9]=1)=[O:7])(C)(C)C. Product: [CH3:29][O:28][C:26]([C:17]1[CH:16]=[C:15]([O:14][C:11]2[CH:12]=[CH:13][C:8]([C:6]([OH:7])=[O:5])=[N:9][CH:10]=2)[C:20]2[CH2:21][C:22]([CH3:25])([CH3:24])[O:23][C:19]=2[CH:18]=1)=[O:27]. The catalyst class is: 157.